This data is from Experimentally validated miRNA-target interactions with 360,000+ pairs, plus equal number of negative samples. The task is: Binary Classification. Given a miRNA mature sequence and a target amino acid sequence, predict their likelihood of interaction. The miRNA is hsa-miR-211-5p with sequence UUCCCUUUGUCAUCCUUCGCCU. The protein sequence of the target gene is MARQPEEEETAVARARRPPLWLLCLVACWLLGAGAEADFSILDEAQVLASQMRRLAAEELGVVTMQRIFNSFVYTEKISNGESEVQQLAKKIREKFNRYLDVVNRNKQVVEASYTAHLTSPLTAIQDCCTIPPSMMEFDGNFNTNVSRTISCDRLSTTVNSRAFNPGRDLNSVLADNLKSNPGIKWQYFSSEEGIFTVFPAHKFRCKGSYEHRSRPIYVSTVRPQSKHIVVILDHGASVTDTQLQIAKDAAQVILSAIDEHDKISVLTVADTVRTCSLDQCYKTFLSPATSETKRKMSTF.... Result: 1 (interaction).